This data is from Forward reaction prediction with 1.9M reactions from USPTO patents (1976-2016). The task is: Predict the product of the given reaction. (1) Given the reactants [C:1]([N:6]1[C@H:11]([C:12]2[CH:17]=[C:16]([F:18])[C:15]([F:19])=[C:14]([F:20])[CH:13]=2)[CH2:10][O:9][CH2:8][C@@H:7]1/[CH:21]=[CH:22]/[C:23](OC)=O)(=[O:5])CC=C.C(N1[C@H](C2C=C(F)C(F)=C(F)C=2)COC[C@@H]1/C=C\C(OC)=O)(=O)CC=C.C(N(CC)CC)C, predict the reaction product. The product is: [F:18][C:16]1[CH:17]=[C:12]([C@@H:11]2[CH2:10][O:9][CH2:8][C@@H:7]3[CH:21]=[CH:22][CH2:23][C:1](=[O:5])[N:6]23)[CH:13]=[C:14]([F:20])[C:15]=1[F:19]. (2) Given the reactants [NH2:1][C:2]1[CH:3]=[C:4]([CH:21]=[CH:22][C:23]=1[CH3:24])[O:5][C:6]1[CH:7]=[CH:8][C:9]2[N:10]([N:12]=[C:13]([NH:15][C:16]([CH:18]3[CH2:20][CH2:19]3)=[O:17])[N:14]=2)[CH:11]=1.[CH3:25][CH:26]([CH3:31])[CH2:27][C:28](Cl)=[O:29], predict the reaction product. The product is: [CH3:24][C:23]1[CH:22]=[CH:21][C:4]([O:5][C:6]2[CH:7]=[CH:8][C:9]3[N:10]([N:12]=[C:13]([NH:15][C:16]([CH:18]4[CH2:20][CH2:19]4)=[O:17])[N:14]=3)[CH:11]=2)=[CH:3][C:2]=1[NH:1][C:28](=[O:29])[CH2:27][CH:26]([CH3:31])[CH3:25].